Dataset: Forward reaction prediction with 1.9M reactions from USPTO patents (1976-2016). Task: Predict the product of the given reaction. (1) Given the reactants [Cl:1][C:2]1[N:3]=[N:4][C:5](Cl)=[CH:6][CH:7]=1.[C:9]1([CH2:15][CH2:16][OH:17])[CH:14]=[CH:13][CH:12]=[CH:11][CH:10]=1.[H-].[Na+], predict the reaction product. The product is: [Cl:1][C:2]1[N:3]=[N:4][C:5]([O:17][CH2:16][CH2:15][C:9]2[CH:14]=[CH:13][CH:12]=[CH:11][CH:10]=2)=[CH:6][CH:7]=1. (2) Given the reactants [C:1]1([C@@H:7]2[CH2:12][CH2:11][C@H:10]([NH2:13])[CH2:9][CH2:8]2)[CH:6]=[CH:5][CH:4]=[CH:3][CH:2]=1.[Cl:14][C:15]1[CH:20]=[CH:19][C:18]([N:21]=[C:22]=[O:23])=[CH:17][CH:16]=1, predict the reaction product. The product is: [Cl:14][C:15]1[CH:20]=[CH:19][C:18]([NH:21][C:22]([NH:13][C@H:10]2[CH2:9][CH2:8][C@@H:7]([C:1]3[CH:6]=[CH:5][CH:4]=[CH:3][CH:2]=3)[CH2:12][CH2:11]2)=[O:23])=[CH:17][CH:16]=1. (3) Given the reactants [CH3:1][O:2][C:3]1[CH:8]=[CH:7][C:6]([C:9]([C:36]2[CH:41]=[CH:40][C:39]([O:42][CH3:43])=[CH:38][CH:37]=2)([C:30]2[CH:35]=[CH:34][CH:33]=[CH:32][CH:31]=2)[NH:10][C:11]2[O:12][C@H:13]([C:26]([F:29])([F:28])[F:27])[CH2:14][C@:15]([C:18]3[CH:23]=[C:22](I)[CH:21]=[CH:20][C:19]=3[F:25])([CH3:17])[N:16]=2)=[CH:5][CH:4]=1.[CH3:44][O:45][C:46]1[N:51]=[CH:50][C:49]([C:52]#[C:53][Si](C)(C)C)=[CH:48][N:47]=1, predict the reaction product. The product is: [CH3:1][O:2][C:3]1[CH:8]=[CH:7][C:6]([C:9]([C:36]2[CH:41]=[CH:40][C:39]([O:42][CH3:43])=[CH:38][CH:37]=2)([C:30]2[CH:35]=[CH:34][CH:33]=[CH:32][CH:31]=2)[NH:10][C:11]2[O:12][C@H:13]([C:26]([F:29])([F:28])[F:27])[CH2:14][C@:15]([C:18]3[CH:23]=[C:22]([C:53]#[C:52][C:49]4[CH:48]=[N:47][C:46]([O:45][CH3:44])=[N:51][CH:50]=4)[CH:21]=[CH:20][C:19]=3[F:25])([CH3:17])[N:16]=2)=[CH:5][CH:4]=1. (4) Given the reactants [OH-:1].[K+].Br[C:4]1[S:5][C:6]2[C:11]([NH:12][C@H:13]([CH3:16])[CH2:14][OH:15])=[N:10][C:9]([S:17][CH2:18][C:19]3[CH:24]=[CH:23][CH:22]=[CH:21][C:20]=3[F:25])=[N:8][C:7]=2[N:26]=1.Cl.[CH3:28]O, predict the reaction product. The product is: [F:25][C:20]1[CH:21]=[CH:22][CH:23]=[CH:24][C:19]=1[CH2:18][S:17][C:9]1[N:10]=[C:11]([NH:12][C@H:13]([CH3:16])[CH2:14][OH:15])[C:6]2[S:5][C:4]([O:1][CH3:28])=[N:26][C:7]=2[N:8]=1. (5) The product is: [CH2:31]([N:10]1[CH2:9][CH2:8][O:7][C:6]2[CH:11]=[C:2]([F:1])[C:3]([B:12]3[O:16][C:15]([CH3:18])([CH3:17])[C:14]([CH3:20])([CH3:19])[O:13]3)=[CH:4][C:5]1=2)[CH:30]=[CH2:29]. Given the reactants [F:1][C:2]1[C:3]([B:12]2[O:16][C:15]([CH3:18])([CH3:17])[C:14]([CH3:20])([CH3:19])[O:13]2)=[CH:4][C:5]2[NH:10][CH2:9][CH2:8][O:7][C:6]=2[CH:11]=1.C([O-])([O-])=O.[K+].[K+].N#N.[CH2:29](Br)[CH:30]=[CH2:31], predict the reaction product. (6) Given the reactants [CH3:1]C([O-])(C)C.[K+].[CH2:7]([N:14]1[CH2:18][CH2:17][C:16](=O)[CH2:15]1)[C:8]1[CH:13]=[CH:12][CH:11]=[CH:10][CH:9]=1.[NH4+].[Cl-], predict the reaction product. The product is: [CH2:7]([N:14]1[CH2:18][CH2:17][C:16](=[CH2:1])[CH2:15]1)[C:8]1[CH:13]=[CH:12][CH:11]=[CH:10][CH:9]=1.